From a dataset of Reaction yield outcomes from USPTO patents with 853,638 reactions. Predict the reaction yield, written as a fraction of the theoretical maximum amount of product (1.0 means a 100% yield; for example, 0.34 means a 34% yield). (1) The reactants are C(O[C:4](=[O:38])[C:5]1[CH:10]=[C:9]([C:11]2[CH:12]=[C:13]3[C:19]([C:20]4[CH:25]=[CH:24][CH:23]=[CH:22][C:21]=4[O:26][CH3:27])=[CH:18][N:17](S(C4C=CC(C)=CC=4)(=O)=O)[C:14]3=[N:15][CH:16]=2)[CH:8]=[N:7][CH:6]=1)C.[CH:39]([NH2:42])([CH3:41])[CH3:40]. No catalyst specified. The product is [CH:39]([NH:42][C:4](=[O:38])[C:5]1[CH:10]=[C:9]([C:11]2[CH:12]=[C:13]3[C:19]([C:20]4[CH:25]=[CH:24][CH:23]=[CH:22][C:21]=4[O:26][CH3:27])=[CH:18][NH:17][C:14]3=[N:15][CH:16]=2)[CH:8]=[N:7][CH:6]=1)([CH3:41])[CH3:40]. The yield is 0.350. (2) The reactants are Cl.[Cl:2][C:3]1[CH:16]=[CH:15][C:14]2[S:13][C:12]3[C:7](=[CH:8][CH:9]=[CH:10][CH:11]=3)[N:6]([CH2:17][CH2:18][NH2:19])[C:5]=2[CH:4]=1.CCN(CC)CC.[C:27]1([CH3:37])[CH:32]=[CH:31][C:30]([S:33](Cl)(=[O:35])=[O:34])=[CH:29][CH:28]=1. The catalyst is CN(C=O)C. The product is [Cl:2][C:3]1[CH:16]=[CH:15][C:14]2[S:13][C:12]3[C:7](=[CH:8][CH:9]=[CH:10][CH:11]=3)[N:6]([CH2:17][CH2:18][NH:19][S:33]([C:30]3[CH:31]=[CH:32][C:27]([CH3:37])=[CH:28][CH:29]=3)(=[O:35])=[O:34])[C:5]=2[CH:4]=1. The yield is 0.460. (3) The yield is 0.760. The product is [CH3:30][C:25]1[CH:24]=[C:23]([CH2:22][N:3]2[C:4]3[CH:10]=[C:9]([N:11]4[CH2:12][CH2:13][O:14][CH2:15][CH2:16]4)[CH:8]=[C:7]([C:17]([O:19][CH3:20])=[O:18])[C:5]=3[N:6]=[C:2]2[CH3:1])[CH:28]=[CH:27][C:26]=1[CH3:29]. The catalyst is CN(C)C=O. The reactants are [CH3:1][C:2]1[NH:6][C:5]2[C:7]([C:17]([O:19][CH3:20])=[O:18])=[CH:8][C:9]([N:11]3[CH2:16][CH2:15][O:14][CH2:13][CH2:12]3)=[CH:10][C:4]=2[N:3]=1.Cl[CH2:22][C:23]1[CH:28]=[CH:27][C:26]([CH3:29])=[C:25]([CH3:30])[CH:24]=1.C(=O)([O-])[O-].[K+].[K+].O. (4) The reactants are [CH2:1]([O:8][CH2:9][CH2:10][O:11][C:12]1[C:17]2[CH2:18][CH2:19][CH2:20][C:16]=2[N:15]=[C:14]([NH2:21])[N:13]=1)[C:2]1[CH:7]=[CH:6][CH:5]=[CH:4][CH:3]=1.Br[CH2:23][C:24](=O)[C:25]([O-:27])=[O:26].[CH2:29]1COC[CH2:30]1. The catalyst is C(O)C. The product is [CH2:29]([O:27][C:25]([C:24]1[N:21]=[C:14]2[N:15]([C:16]3[CH2:20][CH2:19][CH2:18][C:17]=3[C:12]([O:11][CH2:10][CH2:9][O:8][CH2:1][C:2]3[CH:7]=[CH:6][CH:5]=[CH:4][CH:3]=3)=[N:13]2)[CH:23]=1)=[O:26])[CH3:30]. The yield is 0.670. (5) The reactants are [CH3:1][P:2]1(=[O:8])[CH2:7][CH2:6][NH:5][CH2:4][CH2:3]1.F[C:10]1[CH:11]=[CH:12][C:13]([N+:18]([O-:20])=[O:19])=[C:14]([O:16][CH3:17])[CH:15]=1.C([O-])([O-])=O.[K+].[K+]. The yield is 0.960. The product is [CH3:17][O:16][C:14]1[CH:15]=[C:10]([N:5]2[CH2:6][CH2:7][P:2](=[O:8])([CH3:1])[CH2:3][CH2:4]2)[CH:11]=[CH:12][C:13]=1[N+:18]([O-:20])=[O:19]. The catalyst is CN(C=O)C. (6) The reactants are Br[CH2:2][C:3]1[C:4](=[O:15])[NH:5][C:6]2[C:11]([CH:12]=1)=[CH:10][C:9]([Cl:13])=[CH:8][C:7]=2[OH:14].[NH2:16][C:17]1[CH:24]=[CH:23][C:20]([C:21]#[N:22])=[C:19]([O:25][CH3:26])[CH:18]=1.N1C(C)=CC=CC=1C.[Br-]. The catalyst is CN(C=O)C. The product is [Cl:13][C:9]1[CH:10]=[C:11]2[C:6](=[C:7]([OH:14])[CH:8]=1)[NH:5][C:4](=[O:15])[C:3]([CH2:2][NH:16][C:17]1[CH:24]=[CH:23][C:20]([C:21]#[N:22])=[C:19]([O:25][CH3:26])[CH:18]=1)=[CH:12]2. The yield is 0.173. (7) The reactants are [Cl:1][C:2]1[CH:7]=[CH:6][C:5]([CH3:8])=[CH:4][C:3]=1[OH:9].C(N(CC)CC)C.[C:17]([Si:21](Cl)([CH3:23])[CH3:22])([CH3:20])([CH3:19])[CH3:18]. The catalyst is CN(C1C=CN=CC=1)C.CN(C=O)C.CCOCC. The product is [C:17]([Si:21]([O:9][C:3]1[CH:4]=[C:5]([CH3:8])[CH:6]=[CH:7][C:2]=1[Cl:1])([CH3:23])[CH3:22])([CH3:20])([CH3:19])[CH3:18]. The yield is 0.980.